From a dataset of M1 muscarinic receptor antagonist screen with 61,756 compounds. Binary Classification. Given a drug SMILES string, predict its activity (active/inactive) in a high-throughput screening assay against a specified biological target. (1) The compound is O1CCN(CCN2C(\C(C(=O)C2=O)=C(\O)c2ccc(OC(C)C)cc2)c2ccc(cc2)C)CC1. The result is 0 (inactive). (2) The drug is Fc1c(Cn2c(=O)c3n(c(NCCCOC(C)C)nc3n(c2=O)C)C)cccc1. The result is 0 (inactive).